Predict the product of the given reaction. From a dataset of Forward reaction prediction with 1.9M reactions from USPTO patents (1976-2016). (1) Given the reactants [CH2:1]([O:3][C:4](=[O:20])[C:5]([O:8][C:9]1[CH:14]=[C:13]([O:15][CH3:16])[CH:12]=[C:11]([CH2:17][CH2:18][NH2:19])[CH:10]=1)([CH3:7])[CH3:6])[CH3:2].[CH3:21][C:22]1[N:30]=[C:29]([C:31]2[CH:36]=[CH:35][C:34]([C:37]([F:40])([F:39])[F:38])=[CH:33][CH:32]=2)[CH:28]=[CH:27][C:23]=1[C:24](O)=[O:25].COC(=O)C1C=CC(C2C=CC(C(F)(F)F)=CC=2)=NC=1C, predict the reaction product. The product is: [CH2:1]([O:3][C:4](=[O:20])[C:5]([O:8][C:9]1[CH:10]=[C:11]([CH2:17][CH2:18][NH:19][C:24]([C:23]2[C:22]([CH3:21])=[N:30][C:29]([C:31]3[CH:36]=[CH:35][C:34]([C:37]([F:40])([F:38])[F:39])=[CH:33][CH:32]=3)=[CH:28][CH:27]=2)=[O:25])[CH:12]=[C:13]([O:15][CH3:16])[CH:14]=1)([CH3:7])[CH3:6])[CH3:2]. (2) Given the reactants [C:1]1(=[O:20])[N:5]([O:6][CH2:7][C:8]([O:10]C(C)(C)C)=[O:9])[C:4](=[O:15])[C:3]2=[CH:16][CH:17]=[CH:18][CH:19]=[C:2]12.FC(F)(F)C(O)=O, predict the reaction product. The product is: [C:4]1(=[O:15])[N:5]([O:6][CH2:7][C:8]([OH:10])=[O:9])[C:1](=[O:20])[C:2]2=[CH:19][CH:18]=[CH:17][CH:16]=[C:3]12. (3) Given the reactants [C:1]([O:5][C:6]([NH:8][C@@H:9]([CH2:38][N:39](C1CC1)[CH2:40][CH2:41][CH2:42][CH:43]=[CH2:44])[C:10]([N:12]1[CH2:16][C@H:15]([O:17][Si:18]([C:21]([CH3:24])([CH3:23])[CH3:22])([CH3:20])[CH3:19])[CH2:14][C@H:13]1[C:25]([NH:27][C@:28]1([C:33]([O:35][CH2:36][CH3:37])=[O:34])[CH2:30][C@H:29]1C=C)=[O:26])=[O:11])=[O:7])([CH3:4])([CH3:3])[CH3:2], predict the reaction product. The product is: [C:1]([O:5][C:6]([NH:8][C@@H:9]1[C:10](=[O:11])[N:12]2[C@@H:13]([CH2:14][C@@H:15]([O:17][Si:18]([C:21]([CH3:23])([CH3:22])[CH3:24])([CH3:19])[CH3:20])[CH2:16]2)[C:25](=[O:26])[NH:27][C@@:28]2([C:33]([O:35][CH2:36][CH3:37])=[O:34])[C@@H:30]([CH2:29]2)[CH:44]=[CH:43][CH2:42][CH2:41][CH2:40][NH:39][CH2:38]1)=[O:7])([CH3:3])([CH3:2])[CH3:4]. (4) Given the reactants [Br:1][C:2]1[C:7]([CH:8]=[O:9])=[C:6]([F:10])[C:5]([OH:11])=[CH:4][CH:3]=1.[CH2:12](O)[CH2:13][OH:14].C1(C)C=CC(S(O)(=O)=O)=CC=1.C(=O)(O)[O-].[Na+], predict the reaction product. The product is: [Br:1][C:2]1[CH:3]=[CH:4][C:5]([OH:11])=[C:6]([F:10])[C:7]=1[CH:8]1[O:14][CH2:13][CH2:12][O:9]1.